This data is from Forward reaction prediction with 1.9M reactions from USPTO patents (1976-2016). The task is: Predict the product of the given reaction. Given the reactants [OH:1][C:2]1[CH:7]=[C:6]([O:8][CH:9]([CH3:11])[CH3:10])[CH:5]=[CH:4][C:3]=1[CH2:12][CH2:13][C:14]([O:16][CH2:17][CH3:18])=[O:15].[H-].[Na+].[F:21][C:22]([F:32])([F:31])[C:23]1[CH:30]=[CH:29][C:26]([CH2:27]Cl)=[CH:25][CH:24]=1.[Cl-].[NH4+], predict the reaction product. The product is: [CH:9]([O:8][C:6]1[CH:5]=[CH:4][C:3]([CH2:12][CH2:13][C:14]([O:16][CH2:17][CH3:18])=[O:15])=[C:2]([O:1][CH2:27][C:26]2[CH:25]=[CH:24][C:23]([C:22]([F:21])([F:31])[F:32])=[CH:30][CH:29]=2)[CH:7]=1)([CH3:11])[CH3:10].